This data is from Reaction yield outcomes from USPTO patents with 853,638 reactions. The task is: Predict the reaction yield, written as a fraction of the theoretical maximum amount of product (1.0 means a 100% yield; for example, 0.34 means a 34% yield). (1) The reactants are [N:1]1[CH:6]=[CH:5][CH:4]=[CH:3][C:2]=1[S:7][C:8]1[CH:13]=[CH:12][N:11]=[C:10]([NH:14][C:15]2[CH:20]=[CH:19][CH:18]=[C:17]([NH2:21])[CH:16]=2)[N:9]=1.[C:22](O)(=[O:25])[CH:23]=[CH2:24]. No catalyst specified. The product is [N:1]1[CH:6]=[CH:5][CH:4]=[CH:3][C:2]=1[S:7][C:8]1[CH:13]=[CH:12][N:11]=[C:10]([NH:14][C:15]2[CH:16]=[C:17]([NH:21][C:22](=[O:25])[CH:23]=[CH2:24])[CH:18]=[CH:19][CH:20]=2)[N:9]=1. The yield is 0.430. (2) The reactants are Br[C:2]1[CH:7]=[C:6]([C:8]([F:11])([F:10])[F:9])[CH:5]=[C:4]([F:12])[CH:3]=1.[Li]CCCC.[F:18][C:19]1[CH:20]=[CH:21][C:22]([C:25]#N)=[N:23][CH:24]=1.CC[O:29]CC. No catalyst specified. The product is [F:12][C:4]1[CH:3]=[C:2]([C:25]([C:22]2[CH:21]=[CH:20][C:19]([F:18])=[CH:24][N:23]=2)=[O:29])[CH:7]=[C:6]([C:8]([F:11])([F:10])[F:9])[CH:5]=1. The yield is 0.490. (3) The reactants are C(N(CC)CC)C.[C:8]1([N:14]=[C:15]=[O:16])[CH:13]=[CH:12][CH:11]=[CH:10][CH:9]=1.[Cl:17][C:18]1[CH:19]=[C:20]([O:24][C:25]2[CH:29]=[C:28]([CH3:30])[NH:27][N:26]=2)[CH:21]=[CH:22][CH:23]=1.Cl. The catalyst is C(OCC)(=O)C. The product is [C:8]1([NH:14][C:15]([N:27]2[C:28]([CH3:30])=[CH:29][C:25]([O:24][C:20]3[CH:21]=[CH:22][CH:23]=[C:18]([Cl:17])[CH:19]=3)=[N:26]2)=[O:16])[CH:13]=[CH:12][CH:11]=[CH:10][CH:9]=1. The yield is 0.845. (4) The reactants are [N:1]1[C:10]2[C:5](=[CH:6][CH:7]=[CH:8][CH:9]=2)[CH:4]=[CH:3][C:2]=1[NH:11][CH2:12][CH2:13][CH2:14][NH2:15].[C:16]1([CH:22]([C:25]2[CH:30]=[CH:29][CH:28]=[CH:27][CH:26]=2)[CH:23]=O)[CH:21]=[CH:20][CH:19]=[CH:18][CH:17]=1.[BH3-]C#N.[Na+]. No catalyst specified. The product is [C:16]1([CH:22]([C:25]2[CH:26]=[CH:27][CH:28]=[CH:29][CH:30]=2)[CH2:23][NH:15][CH2:14][CH2:13][CH2:12][NH:11][C:2]2[CH:3]=[CH:4][C:5]3[C:10](=[CH:9][CH:8]=[CH:7][CH:6]=3)[N:1]=2)[CH:21]=[CH:20][CH:19]=[CH:18][CH:17]=1. The yield is 0.530. (5) The reactants are C([NH:9][C:10]([NH:12][C:13]1[CH:18]=[C:17]([O:19][C:20]2[C:21]([CH3:26])=[N:22][CH:23]=[CH:24][CH:25]=2)[C:16]([Br:27])=[CH:15][N:14]=1)=[S:11])(=O)C1C=CC=CC=1.C(=O)([O-])[O-].[K+].[K+]. The catalyst is C(O)C. The product is [Br:27][C:16]1[C:17]([O:19][C:20]2[C:21]([CH3:26])=[N:22][CH:23]=[CH:24][CH:25]=2)=[CH:18][C:13]([NH:12][C:10]([NH2:9])=[S:11])=[N:14][CH:15]=1. The yield is 0.740. (6) The reactants are [C:1]([C:5]1[CH:10]=[CH:9][C:8]([S:11]([NH:14][C:15]2[CH:16]=[C:17]3[C:21](=[CH:22][CH:23]=2)[NH:20][C:19]([C:24]([OH:26])=O)=[C:18]3[C:27]2[CH:32]=[CH:31][CH:30]=[CH:29][CH:28]=2)(=[O:13])=[O:12])=[CH:7][CH:6]=1)([CH3:4])([CH3:3])[CH3:2].[NH2:33][CH:34]1[CH2:39][CH2:38][O:37][CH2:36][CH2:35]1. The catalyst is ClCCl.CO. The product is [O:37]1[CH2:38][CH2:39][CH:34]([NH:33][C:24]([C:19]2[NH:20][C:21]3[C:17]([C:18]=2[C:27]2[CH:28]=[CH:29][CH:30]=[CH:31][CH:32]=2)=[CH:16][C:15]([NH:14][S:11]([C:8]2[CH:9]=[CH:10][C:5]([C:1]([CH3:2])([CH3:4])[CH3:3])=[CH:6][CH:7]=2)(=[O:12])=[O:13])=[CH:23][CH:22]=3)=[O:26])[CH2:35][CH2:36]1. The yield is 0.190. (7) The yield is 0.730. The reactants are [NH2:1][C:2]1[CH:17]=[CH:16][C:15]([C:18]([O:20][CH3:21])=[O:19])=[CH:14][C:3]=1[C:4]([NH:6][C:7]1[CH:12]=[CH:11][C:10]([Cl:13])=[CH:9][N:8]=1)=[O:5].C(OC([N:29]1[CH2:34][CH2:33][CH:32]([CH:35]=O)[CH2:31][CH2:30]1)=O)(C)(C)C.[B-][N+](C)(C)C.CO. The product is [Cl:13][C:10]1[CH:11]=[CH:12][C:7]([NH:6][C:4](=[O:5])[C:3]2[CH:14]=[C:15]([C:18]([O:20][CH3:21])=[O:19])[CH:16]=[CH:17][C:2]=2[NH:1][CH2:35][CH:32]2[CH2:33][CH2:34][NH:29][CH2:30][CH2:31]2)=[N:8][CH:9]=1. The catalyst is C(Cl)Cl.